Dataset: Orexin1 receptor HTS with 218,158 compounds and 233 confirmed actives. Task: Binary Classification. Given a drug SMILES string, predict its activity (active/inactive) in a high-throughput screening assay against a specified biological target. (1) The molecule is o1c2c(n3c(c(=O)n(nc3C)C(C(=O)NCc3c(OC)cccc3)C)c2)cc1. The result is 0 (inactive). (2) The drug is Clc1c(cc(S(=O)(=O)N2C(CCC2)C(=O)NC(C)C(OC)=O)c(c1)C)C. The result is 0 (inactive). (3) The molecule is O1CCN(CCNc2c3c(ncc2C(OCC)=O)c(ccc3)C(OC)=O)CC1. The result is 0 (inactive).